This data is from Peptide-MHC class II binding affinity with 134,281 pairs from IEDB. The task is: Regression. Given a peptide amino acid sequence and an MHC pseudo amino acid sequence, predict their binding affinity value. This is MHC class II binding data. The peptide sequence is AMEVASQARQMVQAM. The MHC is DRB1_0101 with pseudo-sequence DRB1_0101. The binding affinity (normalized) is 0.403.